From a dataset of Forward reaction prediction with 1.9M reactions from USPTO patents (1976-2016). Predict the product of the given reaction. (1) Given the reactants [NH2:1][C:2]1[N:7]=[CH:6][N:5]=[C:4]2[N:8]([CH:32]3[CH2:36][CH2:35][NH:34][CH2:33]3)[N:9]=[C:10]([C:11]3[CH:16]=[CH:15][C:14]([NH:17][C:18]([C:20]4[N:21]([CH3:29])[C:22]5[C:27]([CH:28]=4)=[CH:26][CH:25]=[CH:24][CH:23]=5)=[O:19])=[C:13]([O:30][CH3:31])[CH:12]=3)[C:3]=12.[CH3:37][C:38]([CH3:40])=O.C(O[BH-](OC(=O)C)OC(=O)C)(=O)C.[Na+].[OH-].[Na+], predict the reaction product. The product is: [NH2:1][C:2]1[N:7]=[CH:6][N:5]=[C:4]2[N:8]([CH:32]3[CH2:36][CH2:35][N:34]([CH:38]([CH3:40])[CH3:37])[CH2:33]3)[N:9]=[C:10]([C:11]3[CH:16]=[CH:15][C:14]([NH:17][C:18]([C:20]4[N:21]([CH3:29])[C:22]5[C:27]([CH:28]=4)=[CH:26][CH:25]=[CH:24][CH:23]=5)=[O:19])=[C:13]([O:30][CH3:31])[CH:12]=3)[C:3]=12. (2) Given the reactants [CH2:1]([O:8][C:9]1[C:10]([NH:16][C:17]2[S:18][CH:19]=[C:20]([CH3:22])[N:21]=2)=[N:11][CH:12]=[C:13](Br)[CH:14]=1)[C:2]1[CH:7]=[CH:6][CH:5]=[CH:4][CH:3]=1.C1(P(C2C=CC=CC=2)C2C3OC4C(=CC=CC=4P(C4C=CC=CC=4)C4C=CC=CC=4)C(C)(C)C=3C=CC=2)C=CC=CC=1.C(N(C(C)C)C(C)C)C.[Cl:74][C:75]1[CH:80]=[CH:79][CH:78]=[CH:77][C:76]=1[SH:81], predict the reaction product. The product is: [ClH:74].[CH2:1]([O:8][C:9]1[C:10]([NH:16][C:17]2[S:18][CH:19]=[C:20]([CH3:22])[N:21]=2)=[N:11][CH:12]=[C:13]([S:81][C:76]2[CH:77]=[CH:78][CH:79]=[CH:80][C:75]=2[Cl:74])[CH:14]=1)[C:2]1[CH:7]=[CH:6][CH:5]=[CH:4][CH:3]=1. (3) Given the reactants [Br:1][C:2]1[N:7]=[C:6]([CH:8]([OH:13])[CH2:9][CH2:10][CH2:11][CH3:12])[CH:5]=[CH:4][CH:3]=1, predict the reaction product. The product is: [Br:1][C:2]1[N:7]=[C:6]([C:8](=[O:13])[CH2:9][CH2:10][CH2:11][CH3:12])[CH:5]=[CH:4][CH:3]=1. (4) Given the reactants [Cl:1][C:2]1[C:3]([N:13]2[CH2:18][CH2:17][NH:16][CH2:15][CH2:14]2)=[N:4][CH:5]=[C:6]([CH:12]=1)[C:7]([O:9][CH2:10][CH3:11])=[O:8].[N:19]([C:22]1[CH:27]=[CH:26][CH:25]=[C:24]([CH3:28])[CH:23]=1)=[C:20]=[O:21], predict the reaction product. The product is: [Cl:1][C:2]1[C:3]([N:13]2[CH2:18][CH2:17][N:16]([C:20]([NH:19][C:22]3[CH:27]=[CH:26][CH:25]=[C:24]([CH3:28])[CH:23]=3)=[O:21])[CH2:15][CH2:14]2)=[N:4][CH:5]=[C:6]([CH:12]=1)[C:7]([O:9][CH2:10][CH3:11])=[O:8]. (5) Given the reactants [NH2:1][CH2:2][C@@H:3]1[C@H:8]([CH3:9])[CH2:7][CH2:6][CH2:5][N:4]1[C:10]([C:12]1[CH:17]=[CH:16][CH:15]=[C:14]([F:18])[C:13]=1[N:19]1[N:23]=[CH:22][CH:21]=[N:20]1)=[O:11].F[C:25]1[CH:30]=[CH:29][C:28]([C:31]([F:34])([F:33])[F:32])=[CH:27][N:26]=1, predict the reaction product. The product is: [F:18][C:14]1[C:13]([N:19]2[N:23]=[CH:22][CH:21]=[N:20]2)=[C:12]([C:10]([N:4]2[CH2:5][CH2:6][CH2:7][C@@H:8]([CH3:9])[C@H:3]2[CH2:2][NH:1][C:25]2[CH:30]=[CH:29][C:28]([C:31]([F:34])([F:33])[F:32])=[CH:27][N:26]=2)=[O:11])[CH:17]=[CH:16][CH:15]=1. (6) Given the reactants [N:1]1[C:10]2[C:5](=[CH:6][CH:7]=[CH:8][CH:9]=2)[CH:4]=[CH:3][C:2]=1[NH:11][CH:12]1[CH2:17][CH2:16][CH:15]([NH2:18])[CH2:14][CH2:13]1.[Cl:19][C:20]1[CH:21]=[C:22]([CH:25]=[CH:26][C:27]=1[Cl:28])[CH:23]=O, predict the reaction product. The product is: [Cl:19][C:20]1[CH:21]=[C:22]([CH2:23][NH:18][CH:15]2[CH2:14][CH2:13][CH:12]([NH:11][C:2]3[CH:3]=[CH:4][C:5]4[C:10](=[CH:9][CH:8]=[CH:7][CH:6]=4)[N:1]=3)[CH2:17][CH2:16]2)[CH:25]=[CH:26][C:27]=1[Cl:28]. (7) Given the reactants [C:1]1([N:7]=[C:8]=[O:9])[CH:6]=[CH:5][CH:4]=[CH:3][CH:2]=1.[N:10]1[CH:18]=[C:17]2[C:13]([NH:14][C:15](=[O:19])[NH:16]2)=[N:12][CH:11]=1, predict the reaction product. The product is: [C:1]1([NH:7][C:8]([N:14]2[C:15](=[O:19])[NH:16][C:17]3[C:13]2=[N:12][CH:11]=[N:10][CH:18]=3)=[O:9])[CH:6]=[CH:5][CH:4]=[CH:3][CH:2]=1. (8) Given the reactants C[C:2]1[CH2:7][CH2:6][C@H:5]([C:8]([OH:11])([CH3:10])[CH3:9])[CH2:4][CH:3]=1.N1[C:21]2[C:16](=[CH:17][CH:18]=[CH:19][CH:20]=2)[CH:15]=[CH:14]C=1.[CH3:22]CCCCC.[C:28]([O:31]CC)(=[O:30])C, predict the reaction product. The product is: [C:28](=[O:30])([O:11][C:8]([CH:5]1[CH2:6][CH2:7][CH:2]=[C:3]([CH3:22])[CH2:4]1)([CH3:9])[CH3:10])[O:31][C:19]1[CH:20]=[CH:21][C:16]([CH:15]=[CH2:14])=[CH:17][CH:18]=1.